The task is: Regression. Given two drug SMILES strings and cell line genomic features, predict the synergy score measuring deviation from expected non-interaction effect.. This data is from Merck oncology drug combination screen with 23,052 pairs across 39 cell lines. (1) Drug 1: NC1(c2ccc(-c3nc4ccn5c(=O)[nH]nc5c4cc3-c3ccccc3)cc2)CCC1. Drug 2: Cn1cc(-c2cnn3c(N)c(Br)c(C4CCCNC4)nc23)cn1. Cell line: SKOV3. Synergy scores: synergy=-0.929. (2) Drug 1: COc1cccc2c1C(=O)c1c(O)c3c(c(O)c1C2=O)CC(O)(C(=O)CO)CC3OC1CC(N)C(O)C(C)O1. Drug 2: C=CCn1c(=O)c2cnc(Nc3ccc(N4CCN(C)CC4)cc3)nc2n1-c1cccc(C(C)(C)O)n1. Cell line: NCIH460. Synergy scores: synergy=7.06.